This data is from Forward reaction prediction with 1.9M reactions from USPTO patents (1976-2016). The task is: Predict the product of the given reaction. (1) Given the reactants Br[C:2]1[CH:3]=[C:4]([S:9]([NH:12][C:13]2[CH:14]=[N:15][C:16]([C:20]([F:23])([F:22])[F:21])=[CH:17][C:18]=2[OH:19])(=[O:11])=[O:10])C=N[C:7]=1[Cl:8].[Cl:24][C:25]1C=C(CS(Cl)(=O)=O)C=[CH:29][C:30]=1Cl.BrC1C=C(S(Cl)(=O)=O)C=NC=1Cl, predict the reaction product. The product is: [Cl:8][C:7]1[CH:2]=[C:3]([CH2:4][S:9]([NH:12][C:13]2[CH:14]=[N:15][C:16]([C:20]([F:21])([F:22])[F:23])=[CH:17][C:18]=2[OH:19])(=[O:10])=[O:11])[CH:29]=[CH:30][C:25]=1[Cl:24]. (2) Given the reactants P([O-])([O-])([O-])=O.[Na+].[Na+].[Na+].[CH:9]([O-:11])=[O:10].[Na+].[NH2:13][C@@H:14]([C:16](O)=O)[CH3:15].C1C=[N+:23]([C@@H:25]2O[C@H:28]([CH2:30]OP(OP(OC[C@H]3O[C@@H](N4C5N=CN=C(N)C=5N=C4)[C@H](O)[C@@H]3O)(O)=O)([O-])=O)[C@@H:27](O)[C@H:26]2O)[CH:22]=[C:21]([C:60](N)=O)[CH:20]=1.[CH3:63][C:64]1[C:69](O)=C(C=O)C(COP(O)(O)=O)=CN=1.[C:79]([O-])(=O)C(C)O.C([O-])=O.Cl, predict the reaction product. The product is: [NH2:13][C@H:14]1[CH2:16][N:23]2[C:25]3[C:60]([C:21]([CH2:20][C:9]([O:11][CH2:63][CH2:64][CH3:69])=[O:10])=[C:22]2[CH2:79][CH2:15]1)=[CH:30][CH:28]=[CH:27][CH:26]=3.